From a dataset of Catalyst prediction with 721,799 reactions and 888 catalyst types from USPTO. Predict which catalyst facilitates the given reaction. (1) The catalyst class is: 243. Reactant: [Cl:1][C:2]1[CH:3]=[CH:4][C:5]([CH3:16])=[C:6]([C:8]2[CH:13]=[CH:12][N:11]=[CH:10][C:9]=2[NH:14][CH3:15])[CH:7]=1.[F:17][C:18]([F:33])([F:32])[C:19]1[CH:20]=[C:21]([CH:25]=[C:26]([C:28]([F:31])([F:30])[F:29])[CH:27]=1)[C:22](Cl)=[O:23]. Product: [Cl:1][C:2]1[CH:3]=[CH:4][C:5]([CH3:16])=[C:6]([C:8]2[CH:13]=[CH:12][N:11]=[CH:10][C:9]=2[N:14]([CH3:15])[C:22](=[O:23])[C:21]2[CH:20]=[C:19]([C:18]([F:33])([F:32])[F:17])[CH:27]=[C:26]([C:28]([F:31])([F:30])[F:29])[CH:25]=2)[CH:7]=1. (2) Reactant: [CH2:1]([O:8][C:9]1[CH:16]=[CH:15][C:12]([CH:13]=O)=[C:11]([O:17][CH3:18])[CH:10]=1)[C:2]1[CH:7]=[CH:6][CH:5]=[CH:4][CH:3]=1.[C:19]([O:25][CH2:26][CH3:27])(=[O:24])[CH2:20][C:21]([CH3:23])=[O:22].C(O)(=O)C.N1CCCCC1. Product: [CH2:1]([O:8][C:9]1[CH:16]=[CH:15][C:12]([CH:13]=[C:20]([C:21](=[O:22])[CH3:23])[C:19]([O:25][CH2:26][CH3:27])=[O:24])=[C:11]([O:17][CH3:18])[CH:10]=1)[C:2]1[CH:7]=[CH:6][CH:5]=[CH:4][CH:3]=1. The catalyst class is: 11.